Dataset: Blood-brain barrier permeability classification from the B3DB database. Task: Regression/Classification. Given a drug SMILES string, predict its absorption, distribution, metabolism, or excretion properties. Task type varies by dataset: regression for continuous measurements (e.g., permeability, clearance, half-life) or binary classification for categorical outcomes (e.g., BBB penetration, CYP inhibition). Dataset: b3db_classification. (1) The compound is CCNc1cccnc1N1CCN(C(=O)c2cc3cc(OC)ccc3[nH]2)CC1. The result is 1 (penetrates BBB). (2) The molecule is NCc1c[n+]2ccccc2[nH]1. The result is 0 (does not penetrate BBB). (3) The compound is CNC(=O)C(NC(=O)C(CC(C)C)C(O)C(=O)NO)C(C)(C)C. The result is 0 (does not penetrate BBB). (4) The molecule is CCCN(CCC)C(=O)C(CCC(=O)OCCCN1CCN(CCOC(=O)Cc2c(C)n(C(=O)c3ccc(Cl)cc3)c3ccc(OC)cc23)CC1)NC(=O)c1ccccc1. The result is 0 (does not penetrate BBB). (5) The drug is CN(C)CCO[C@@H](c1ccccc1)c1ccccc1C(C)(C)C. The result is 1 (penetrates BBB). (6) The molecule is CCCCCCCCCCCCCCCCCC(=O)OCC(=O)OCC(=O)[C@@]1(O)CC[C@H]2[C@@H]3CCC4=CC(=O)C=C[C@]4(C)[C@H]3[C@@H](O)C[C@@]21C. The result is 1 (penetrates BBB). (7) The drug is CC(=O)OCC(=O)[C@@]12OC(C)(C)O[C@@H]1C[C@H]1C3CC(C#N)=C4C=C(OCCCl)CCC4(C)[C@@]3(F)C(O)CC12C. The result is 1 (penetrates BBB).